Task: Regression. Given two drug SMILES strings and cell line genomic features, predict the synergy score measuring deviation from expected non-interaction effect.. Dataset: NCI-60 drug combinations with 297,098 pairs across 59 cell lines Drug 1: CC1C(C(=O)NC(C(=O)N2CCCC2C(=O)N(CC(=O)N(C(C(=O)O1)C(C)C)C)C)C(C)C)NC(=O)C3=C4C(=C(C=C3)C)OC5=C(C(=O)C(=C(C5=N4)C(=O)NC6C(OC(=O)C(N(C(=O)CN(C(=O)C7CCCN7C(=O)C(NC6=O)C(C)C)C)C)C(C)C)C)N)C. Drug 2: CCCCCOC(=O)NC1=NC(=O)N(C=C1F)C2C(C(C(O2)C)O)O. Cell line: M14. Synergy scores: CSS=0.0650, Synergy_ZIP=1.19, Synergy_Bliss=0.808, Synergy_Loewe=-2.20, Synergy_HSA=-2.19.